This data is from Drug-target binding data from BindingDB using IC50 measurements. The task is: Regression. Given a target protein amino acid sequence and a drug SMILES string, predict the binding affinity score between them. We predict pIC50 (pIC50 = -log10(IC50 in M); higher means more potent). Dataset: bindingdb_ic50. (1) The drug is O=C(NCCO)C1=Cc2c(ncnc2Nc2ccc(Oc3cccc4sccc34)c(Cl)c2)NCC1. The target protein (P08581) has sequence MKAPAVLAPGILVLLFTLVQRSNGECKEALAKSEMNVNMKYQLPNFTAETPIQNVILHEHHIFLGATNYIYVLNEEDLQKVAEYKTGPVLEHPDCFPCQDCSSKANLSGGVWKDNINMALVVDTYYDDQLISCGSVNRGTCQRHVFPHNHTADIQSEVHCIFSPQIEEPSQCPDCVVSALGAKVLSSVKDRFINFFVGNTINSSYFPDHPLHSISVRRLKETKDGFMFLTDQSYIDVLPEFRDSYPIKYVHAFESNNFIYFLTVQRETLDAQTFHTRIIRFCSINSGLHSYMEMPLECILTEKRKKRSTKKEVFNILQAAYVSKPGAQLARQIGASLNDDILFGVFAQSKPDSAEPMDRSAMCAFPIKYVNDFFNKIVNKNNVRCLQHFYGPNHEHCFNRTLLRNSSGCEARRDEYRTEFTTALQRVDLFMGQFSEVLLTSISTFIKGDLTIANLGTSEGRFMQVVVSRSGPSTPHVNFLLDSHPVSPEVIVEHTLNQNG.... The pIC50 is 5.2. (2) The small molecule is N#C[C@H](Cc1cc2c(=O)[nH]c3cc(F)ccc3c2cc1F)NC(=O)[C@H]1N[C@@H]2CC[C@H]1C2. The target protein (P53634) has sequence MGAGPSLLLAALLLLLSGDGAVRCDTPANCTYLDLLGTWVFQVGSSGSQRDVNCSVMGPQEKKVVVYLQKLDTAYDDLGNSGHFTIIYNQGFEIVLNDYKWFAFFKYKEEGSKVTTYCNETMTGWVHDVLGRNWACFTGKKVGTASENVYVNIAHLKNSQEKYSNRLYKYDHNFVKAINAIQKSWTATTYMEYETLTLGDMIRRSGGHSRKIPRPKPAPLTAEIQQKILHLPTSWDWRNVHGINFVSPVRNQASCGSCYSFASMGMLEARIRILTNNSQTPILSPQEVVSCSQYAQGCEGGFPYLIAGKYAQDFGLVEEACFPYTGTDSPCKMKEDCFRYYSSEYHYVGGFYGGCNEALMKLELVHHGPMAVAFEVYDDFLHYKKGIYHHTGLRDPFNPFELTNHAVLLVGYGTDSASGMDYWIVKNSWGTGWGENGYFRIRRGTDECAIESIAVAATPIPKL. The pIC50 is 9.1. (3) The small molecule is O=C(NCC(=O)N1CC[C@H](N[C@H]2CC[C@@](O)(c3ccc(-c4ncccn4)cn3)CC2)C1)c1cccc(C(F)(F)F)c1. The target protein (O55193) has sequence MEDSNMLPQFIHGILSTSHSLFPRSIQELDEGATTPYDYDDGEPCHKTSVKQIGAWILPPLYSLVFIFGFVGNMLVIIILISCKKLKSMTDIYLFNLAISDLLFLLTLPFWAHYAANEWVFGNIMCKLFTGLYHIGYFGGIFFIILLTIDRYLAIVHAVFALKARTVTFGVITSVVTWVVAVFASLPGIIFTKSEQEDDQHTCGPYFPTIWKNFQTIMRNILSLILPLLVMVICYSGILHTLFRCRNEKKRHRAVRLIFAIMIVYFLFWTPYNIVLFLTTFQEFLGMSNCVVDMHLDQAMQVTETLGMTHCCVNPIIYAFVGEKFRRYLSIFFRKHIAKNLCKQCPVFYRETADRVSSTFTPSTGEQEVSVGL. The pIC50 is 7.9. (4) The drug is O=C1NCc2ccc(cc2)CNC(=O)[C@@H]2O[C@@H](C/C=C/C[C@H]3O[C@H]1[C@@H](OCc1cn([C@@H]4O[C@H](CO)[C@@H](O[C@@H]5O[C@H](CO)[C@H](O)[C@H](O)[C@H]5O)[C@H](O)[C@H]4O)nn1)[C@H](OCc1ccccc1)[C@H]3OCc1ccccc1)[C@@H](OCc1ccccc1)[C@H](OCc1ccccc1)[C@H]2OCc1cn([C@@H]2O[C@H](CO)[C@@H](O[C@@H]3O[C@H](CO)[C@H](O)[C@H](O)[C@H]3O)[C@H](O)[C@H]2O)nn1. The pIC50 is 2.3. The target protein sequence is MSDGFSLSDALPAHNPGAPPPQGWNRPPGPGAFPAYPGYPGAYPGAPGPYPGAPGPHHGPPGPYPGGPPGPYPGGPPGPYPGGPPGPYPGGPTAPYSEAPAAPLKVPYDLPLPAGLMPRLLITITGTVNSNPNRFSLDFKRGQDIAFHFNPRFKEDHKRVIVCNSMFQNNWGKEERTAPRFPFEPGTPFKLQVLCEGDHFKVAVNDAHLLQFNFREKKLNEITKLCIAGDITLTSVLTSMI. (5) The pIC50 is 7.4. The target protein sequence is MGSSELVIWCLACCLAAARAAKLGSVYTEGGFVEGVNKKLSLLGDSVDIFKGIPFAAAPKALENPQRHPGWQGTLKAKDFKKRCLQATITQDSTYGDEDCLYLNIWVPQGRKEVSRDLPVMIWIYGGAFLMGSGQGANFLSNYLYDGEELATRGNVIVVTFNYRVGPLGFLSTGDANLPGNYGLRDQHMAIAWVKRNIAAFGGDPDNITIFGESAGGASVSLQTLSPYNKGLIKRAISQSGVALSPWAIQKNPLSWAKTIAEKVGCPMDDTARMARCLKITDPRALTLAYKLPLTKQEFPVVHYLGFIPVVDGDFIPDDPVNLYANAADIDYLAGTNDMDGHLFATVDLPAVDKDKKTITEEDFYKLVSGFTIVKGPRGANITFDVYTASWAQDSSQETKKKTVVDLETDILFLMPTETAVAQHRANAKSAQTYTYVFAHPSRMPVYPSWYVFGKPFAMIAYWTNFARSGDPNMGGSSVPTHWEPYTLESSKYLEITNKM.... The small molecule is O=c1cc(-c2ccc([N+](=O)[O-])cc2)oc2c1ccc1ccccc12. (6) The small molecule is COc1cc(-c2c(C)cccc2C)cc([C@@H](C)C#Cc2c(C)nc(N)nc2N)c1. The target protein (P22906) has sequence MSKPNVAIIVAALKPALGIGYKGKMPWRLRKEIRYFKDVTTRTTKPNTRNAVIMGRKTWESIPQKFRPLPDRLNIILSRSYENKIIDDNIIHASSIESSLNLVSDVERVFIIGGAEIYNELINNSLVSHLLITEIEHPSPESIEMDTFLKFPLESWTKQPKSELQKFVGDTVLEDDIKEGDFTYNYTLWTRK. The pIC50 is 7.3. (7) The drug is CN(C)CCCN1c2ccccc2Sc2ccc(Cl)cc21. The target protein (P0C7B7) has sequence APADNAADARPVDVSVSIFINKIYGVNTLEQTYKVDGYIVAQWTGKPRKTPGDKPLIVENTQIERWINNGLWVPALEFINVVGSPDTGNKRLMLFPDGRVIYNARFLGSFSNDMDFRLFPFDRQQFVLELEPFSYNNQQLRFSDIQVYTENIDNEEIDEWWIRKASTHISDIRYDHLSSVQPNQNEFSRITVRIDAVRNPSYYLWSFILPLGLIIAASWSVFWLESFSERLQTSFTLMLTVVAYAFYTSNILPRLPYTTVIDQMIIAGYGSIFAAILLIIFAHHRQAMGVEDDLLIQRCRLAFPLGFLAIGCVLVIRGITL. The pIC50 is 3.8.